Task: Predict the product of the given reaction.. Dataset: Forward reaction prediction with 1.9M reactions from USPTO patents (1976-2016) (1) Given the reactants [C:1]1([CH:7]([C:43]2[CH:48]=[CH:47][CH:46]=[CH:45][CH:44]=2)[N:8]2[CH:13]=[CH:12][CH:11]=[C:10]([C:14]([NH:16][C@@H:17]([CH2:21][CH2:22][CH2:23][NH:24][C:25]([O:27][CH2:28][CH:29]3[C:41]4[CH:40]=[CH:39][CH:38]=[CH:37][C:36]=4[C:35]4[C:30]3=[CH:31][CH:32]=[CH:33][CH:34]=4)=[O:26])[C:18]([OH:20])=[O:19])=[O:15])[C:9]2=[O:42])[CH:6]=[CH:5][CH:4]=[CH:3][CH:2]=1, predict the reaction product. The product is: [C:1]1([CH:7]([C:43]2[CH:48]=[CH:47][CH:46]=[CH:45][CH:44]=2)[N:8]2[CH:13]=[CH:12][CH:11]=[C:10]([C:14]([NH:16][C@@H:17]([CH2:21][CH2:22][CH2:23][NH:24][C:25]([O:27][CH2:28][CH:29]3[C:30]4[CH:31]=[CH:32][CH:33]=[CH:34][C:35]=4[C:36]4[C:41]3=[CH:40][CH:39]=[CH:38][CH:37]=4)=[O:26])[C:18]([O:20][C:1]([CH3:7])([CH3:6])[CH3:2])=[O:19])=[O:15])[C:9]2=[O:42])[CH:6]=[CH:5][CH:4]=[CH:3][CH:2]=1. (2) Given the reactants [Si]([O:8][CH2:9][C:10]1[CH:15]=[CH:14][C:13]([NH:16][C:17]2[N:26]=[CH:25][C:24]3[CH2:23][CH2:22][C:21]4[C:27]([C:31]([NH:33][C:34]5[C:39]([CH2:40][CH3:41])=[CH:38][CH:37]=[CH:36][C:35]=5[CH2:42][CH3:43])=[O:32])=[N:28][N:29]([CH3:30])[C:20]=4[C:19]=3[N:18]=2)=[C:12]([O:44][CH3:45])[CH:11]=1)(C(C)(C)C)(C)C, predict the reaction product. The product is: [CH2:40]([C:39]1[CH:38]=[CH:37][CH:36]=[C:35]([CH2:42][CH3:43])[C:34]=1[NH:33][C:31]([C:27]1[C:21]2[CH2:22][CH2:23][C:24]3[CH:25]=[N:26][C:17]([NH:16][C:13]4[CH:14]=[CH:15][C:10]([CH2:9][OH:8])=[CH:11][C:12]=4[O:44][CH3:45])=[N:18][C:19]=3[C:20]=2[N:29]([CH3:30])[N:28]=1)=[O:32])[CH3:41]. (3) The product is: [CH2:7]([S:8][C:10]1[CH:15]=[C:14]([C:16]([F:19])([F:18])[F:17])[CH:13]=[CH:12][N:11]=1)[C:1]1[CH:6]=[CH:5][CH:4]=[CH:3][CH:2]=1. Given the reactants [C:1]1([CH2:7][SH:8])[CH:6]=[CH:5][CH:4]=[CH:3][CH:2]=1.F[C:10]1[CH:15]=[C:14]([C:16]([F:19])([F:18])[F:17])[CH:13]=[CH:12][N:11]=1.C(=O)([O-])[O-].[K+].[K+].O, predict the reaction product. (4) The product is: [N:1]1([C:5]2[N:10]=[C:9]([CH2:11][N:12]3[C@@H:16]([CH3:17])[C@@H:15]([C:18]4[CH:23]=[C:22]([C:24]([F:27])([F:26])[F:25])[CH:21]=[C:20]([C:28]([F:31])([F:30])[F:29])[CH:19]=4)[O:14][C:13]3=[O:32])[C:8]([C:37]3[CH:38]=[C:39]([CH2:42][OH:43])[CH:40]=[CH:41][C:36]=3[O:35][CH3:34])=[CH:7][CH:6]=2)[CH2:4][CH2:3][CH2:2]1. Given the reactants [N:1]1([C:5]2[N:10]=[C:9]([CH2:11][N:12]3[C@@H:16]([CH3:17])[C@@H:15]([C:18]4[CH:23]=[C:22]([C:24]([F:27])([F:26])[F:25])[CH:21]=[C:20]([C:28]([F:31])([F:30])[F:29])[CH:19]=4)[O:14][C:13]3=[O:32])[C:8](Br)=[CH:7][CH:6]=2)[CH2:4][CH2:3][CH2:2]1.[CH3:34][O:35][C:36]1[CH:41]=[CH:40][C:39]([CH2:42][OH:43])=[CH:38][C:37]=1B1OC(C)(C)C(C)(C)O1.C(=O)([O-])[O-].[K+].[K+], predict the reaction product. (5) The product is: [C:1]([C:3]1[CH:4]=[C:5]([C:6]([O:8][CH3:9])=[O:7])[CH:10]=[CH:11][C:12]=1[C:21]1[CH:26]=[CH:25][CH:24]=[CH:23][CH:22]=1)#[N:2]. Given the reactants [C:1]([C:3]1[CH:4]=[C:5]([CH:10]=[CH:11][C:12]=1OS(C(F)(F)F)(=O)=O)[C:6]([O:8][CH3:9])=[O:7])#[N:2].[C:21]1(B(O)O)[CH:26]=[CH:25][CH:24]=[CH:23][CH:22]=1.C(=O)([O-])[O-].[K+].[K+], predict the reaction product. (6) The product is: [CH3:25][O:24][C:22]1[CH:23]=[C:18]([C:5]2[CH2:4][CH2:3][N:2]([CH3:1])[CH2:7][CH:6]=2)[C:19]([NH2:42])=[CH:20][C:21]=1[NH:26][C:27]1[N:32]=[C:31]([C:33]2[CH:34]=[N:35][N:36]3[CH2:41][CH2:40][CH2:39][CH2:38][C:37]=23)[CH:30]=[CH:29][N:28]=1. Given the reactants [CH3:1][N:2]1[CH2:7][CH:6]=[C:5](B2OC(C)(C)C(C)(C)O2)[CH2:4][CH2:3]1.Br[C:18]1[CH:23]=[C:22]([O:24][CH3:25])[C:21]([NH:26][C:27]2[N:32]=[C:31]([C:33]3[CH:34]=[N:35][N:36]4[CH2:41][CH2:40][CH2:39][CH2:38][C:37]=34)[CH:30]=[CH:29][N:28]=2)=[CH:20][C:19]=1[NH2:42].[O-]P([O-])([O-])=O.[K+].[K+].[K+], predict the reaction product. (7) Given the reactants [CH3:1][NH:2][C:3]([C:5]1[C:6]2[C@@H:7](O)[C@H:8]([OH:26])[C@@H:9]([C:20]3[CH:25]=[CH:24][CH:23]=[CH:22][CH:21]=3)[NH:10][C:11]=2[C:12]2[N:17]=[C:16]([CH3:18])[N:15]([CH3:19])[C:13]=2[CH:14]=1)=[O:4].CS(O)(=O)=O.C(=O)([O-])O.[Na+].[F:38][CH:39]([F:42])[CH2:40]O, predict the reaction product. The product is: [CH3:1][NH:2][C:3]([C:5]1[C:6]2[C@@H:7]([CH2:40][CH:39]([F:42])[F:38])[C@@H:8]([OH:26])[C@@H:9]([C:20]3[CH:25]=[CH:24][CH:23]=[CH:22][CH:21]=3)[NH:10][C:11]=2[C:12]2[N:17]=[C:16]([CH3:18])[N:15]([CH3:19])[C:13]=2[CH:14]=1)=[O:4]. (8) Given the reactants Cl[C:2]1[CH:7]=[CH:6][C:5]([N+:8]([O-])=O)=[CH:4][N:3]=1.[CH3:11][N:12]([CH3:16])[CH2:13][CH2:14][OH:15].[H-].[Na+], predict the reaction product. The product is: [CH3:11][N:12]([CH3:16])[CH2:13][CH2:14][O:15][C:2]1[N:3]=[CH:4][C:5]([NH2:8])=[CH:6][CH:7]=1. (9) Given the reactants [CH2:1]([C:9]1[CH:14]=[CH:13][NH:12][C:11](=[O:15])[CH:10]=1)[CH2:2][C:3]1[CH:8]=[CH:7][CH:6]=[CH:5][CH:4]=1.C(=O)([O-])[O-].[Cs+].[Cs+].I[CH2:23][CH2:24][C:25]1[CH:30]=[CH:29][C:28]([CH2:31][OH:32])=[CH:27][CH:26]=1, predict the reaction product. The product is: [OH:32][CH2:31][C:28]1[CH:29]=[CH:30][C:25]([CH2:24][CH2:23][N:12]2[CH:13]=[CH:14][C:9]([CH2:1][CH2:2][C:3]3[CH:8]=[CH:7][CH:6]=[CH:5][CH:4]=3)=[CH:10][C:11]2=[O:15])=[CH:26][CH:27]=1.